This data is from Forward reaction prediction with 1.9M reactions from USPTO patents (1976-2016). The task is: Predict the product of the given reaction. Given the reactants [C:1]([C:3]1[CH:4]=[N:5][C:6]2[C:11]([C:12]=1[OH:13])=[C:10]([O:14][CH:15]1[CH2:20][CH2:19][O:18][CH2:17][CH2:16]1)[CH:9]=[C:8](F)[CH:7]=2)#[N:2].[N:22]1([CH2:28][CH2:29][CH2:30][OH:31])[CH2:27][CH2:26][O:25][CH2:24][CH2:23]1.CC(C)([O-])C.[K+].C(O)(=O)C, predict the reaction product. The product is: [C:1]([C:3]1[CH:4]=[N:5][C:6]2[C:11]([C:12]=1[OH:13])=[C:10]([O:14][CH:15]1[CH2:20][CH2:19][O:18][CH2:17][CH2:16]1)[CH:9]=[C:8]([O:31][CH2:30][CH2:29][CH2:28][N:22]1[CH2:27][CH2:26][O:25][CH2:24][CH2:23]1)[CH:7]=2)#[N:2].